From a dataset of Full USPTO retrosynthesis dataset with 1.9M reactions from patents (1976-2016). Predict the reactants needed to synthesize the given product. (1) The reactants are: [CH3:1][O:2][C:3]1[CH:8]=[CH:7][C:6]([NH2:9])=[CH:5][C:4]=1[C:10]1[N:11]([CH3:15])[N:12]=[CH:13][CH:14]=1.[Cl:16][C:17]1[CH:22]=[CH:21][C:20]([N:23]=[C:24]=[O:25])=[CH:19][CH:18]=1. Given the product [Cl:16][C:17]1[CH:22]=[CH:21][C:20]([NH:23][C:24]([NH:9][C:6]2[CH:7]=[CH:8][C:3]([O:2][CH3:1])=[C:4]([C:10]3[N:11]([CH3:15])[N:12]=[CH:13][CH:14]=3)[CH:5]=2)=[O:25])=[CH:19][CH:18]=1, predict the reactants needed to synthesize it. (2) Given the product [Cl:32][C:18]1[C:19]([NH:21][C:22]2[CH:31]=[CH:30][CH:29]=[CH:28][C:23]=2[C:24]([NH:26][CH3:27])=[O:25])=[N:20][C:15]([NH:1][C:2]2[CH:3]=[CH:4][C:5]3[O:11][CH2:10][CH2:9][NH:8][C:7](=[O:12])[C:6]=3[CH:13]=2)=[N:16][CH:17]=1, predict the reactants needed to synthesize it. The reactants are: [NH2:1][C:2]1[CH:3]=[CH:4][C:5]2[O:11][CH2:10][CH2:9][NH:8][C:7](=[O:12])[C:6]=2[CH:13]=1.Cl[C:15]1[N:20]=[C:19]([NH:21][C:22]2[CH:31]=[CH:30][CH:29]=[CH:28][C:23]=2[C:24]([NH:26][CH3:27])=[O:25])[C:18]([Cl:32])=[CH:17][N:16]=1. (3) The reactants are: [CH3:1][CH:2]1[CH2:7][CH2:6][C:5](=O)[CH2:4][CH2:3]1.[NH:9]1[CH2:12][CH:11]([NH:13][C:14](=[O:31])[CH2:15][NH:16][C:17]2[C:26]3[C:21](=[CH:22][CH:23]=[C:24]([C:27]([F:30])([F:29])[F:28])[CH:25]=3)[N:20]=[CH:19][N:18]=2)[CH2:10]1.[BH-](OC(C)=O)(OC(C)=O)OC(C)=O.[Na+]. Given the product [CH3:1][CH:2]1[CH2:7][CH2:6][CH:5]([N:9]2[CH2:10][CH:11]([NH:13][C:14](=[O:31])[CH2:15][NH:16][C:17]3[C:26]4[C:21](=[CH:22][CH:23]=[C:24]([C:27]([F:28])([F:30])[F:29])[CH:25]=4)[N:20]=[CH:19][N:18]=3)[CH2:12]2)[CH2:4][CH2:3]1, predict the reactants needed to synthesize it. (4) Given the product [CH2:16]([C:23]1[O:27][C:26]([NH:28][C:2]2[CH:7]=[CH:6][C:5]([N:8]3[CH:12]=[C:11]([CH3:13])[N:10]=[CH:9]3)=[C:4]([O:14][CH3:15])[CH:3]=2)=[N:25][CH:24]=1)[C:17]1[CH:18]=[CH:19][CH:20]=[CH:21][CH:22]=1, predict the reactants needed to synthesize it. The reactants are: Br[C:2]1[CH:7]=[CH:6][C:5]([N:8]2[CH:12]=[C:11]([CH3:13])[N:10]=[CH:9]2)=[C:4]([O:14][CH3:15])[CH:3]=1.[CH2:16]([C:23]1[O:27][C:26]([NH2:28])=[N:25][CH:24]=1)[C:17]1[CH:22]=[CH:21][CH:20]=[CH:19][CH:18]=1. (5) Given the product [CH3:1][O:2][C:3]1[CH:4]=[C:5]([C:13]2[CH:32]=[CH:31][C:16]([C:19]3[CH:24]=[C:23]([O:25][CH3:26])[C:22]([O:27][CH3:28])=[C:21]([O:29][CH3:30])[CH:20]=3)=[CH:17][N:18]=2)[CH:6]=[C:7]([O:11][CH3:12])[C:8]=1[O:9][CH3:10], predict the reactants needed to synthesize it. The reactants are: [CH3:1][O:2][C:3]1[CH:4]=[C:5]([C:13]2N=N[C:16]([C:19]3[CH:24]=[C:23]([O:25][CH3:26])[C:22]([O:27][CH3:28])=[C:21]([O:29][CH3:30])[CH:20]=3)=[CH:17][N:18]=2)[CH:6]=[C:7]([O:11][CH3:12])[C:8]=1[O:9][CH3:10].[CH:31]12CC(C=C1)C=[CH:32]2.CC=CCC=CC. (6) Given the product [CH:1]1([C:4]2[NH:8][N:7]=[C:6]([NH:9][C:10]3[N:15]=[C:14]4[C:13]([N:27]=[CH:30][N:16]4[C@H:17]([C:20]4[CH:25]=[CH:24][C:23]([F:26])=[CH:22][CH:21]=4)[CH2:18][OH:19])=[CH:12][N:11]=3)[CH:5]=2)[CH2:3][CH2:2]1, predict the reactants needed to synthesize it. The reactants are: [CH:1]1([C:4]2[NH:8][N:7]=[C:6]([NH:9][C:10]3[N:15]=[C:14]([NH:16][C@H:17]([C:20]4[CH:25]=[CH:24][C:23]([F:26])=[CH:22][CH:21]=4)[CH2:18][OH:19])[C:13]([N+:27]([O-])=O)=[CH:12][N:11]=3)[CH:5]=2)[CH2:3][CH2:2]1.[C:30](O)(=O)C.C(N)=N.